Task: Regression. Given a peptide amino acid sequence and an MHC pseudo amino acid sequence, predict their binding affinity value. This is MHC class II binding data.. Dataset: Peptide-MHC class II binding affinity with 134,281 pairs from IEDB (1) The peptide sequence is AAATAGTTRYGAFAA. The MHC is HLA-DPA10103-DPB10601 with pseudo-sequence HLA-DPA10103-DPB10601. The binding affinity (normalized) is 0. (2) The peptide sequence is LQFNQMMNPSHVKFL. The MHC is DRB1_0301 with pseudo-sequence DRB1_0301. The binding affinity (normalized) is 0.351. (3) The peptide sequence is VDFGNSYIAEMETES. The MHC is DRB1_0901 with pseudo-sequence DRB1_0901. The binding affinity (normalized) is 0.606. (4) The peptide sequence is QAMASTEGNVTGMFA. The MHC is DRB3_0101 with pseudo-sequence DRB3_0101. The binding affinity (normalized) is 0.0549. (5) The peptide sequence is GCWGQVTLTVTVTAATLL. The MHC is DRB1_0404 with pseudo-sequence DRB1_0404. The binding affinity (normalized) is 0.0741. (6) The peptide sequence is VPLEVKREACPGTSV. The MHC is HLA-DQA10601-DQB10402 with pseudo-sequence HLA-DQA10601-DQB10402. The binding affinity (normalized) is 0.